This data is from Reaction yield outcomes from USPTO patents with 853,638 reactions. The task is: Predict the reaction yield, written as a fraction of the theoretical maximum amount of product (1.0 means a 100% yield; for example, 0.34 means a 34% yield). (1) The reactants are C[O:2][C:3]1[C:8]2[NH:9][C:10]([C:12]3[S:13][CH:14]=[CH:15][CH:16]=3)=[N:11][C:7]=2[C:6]([C:17]([NH:19][CH2:20][CH:21]2[CH2:24][N:23](C(OC(C)(C)C)=O)[CH2:22]2)=[O:18])=[CH:5][CH:4]=1.B(Br)(Br)Br. No catalyst specified. The product is [NH:23]1[CH2:22][CH:21]([CH2:20][NH:19][C:17]([C:6]2[C:7]3[N:11]=[C:10]([C:12]4[S:13][CH:14]=[CH:15][CH:16]=4)[NH:9][C:8]=3[C:3]([OH:2])=[CH:4][CH:5]=2)=[O:18])[CH2:24]1. The yield is 0.240. (2) The reactants are [Br:1][C:2]1[CH:10]=[C:9]2[C:5]([CH2:6][C:7]3([CH2:30][CH2:29][CH:28]([O:31][CH3:32])[CH2:27][CH2:26]3)[C:8]2([NH:16][S:17]([CH2:20][CH2:21][Si:22]([CH3:25])([CH3:24])[CH3:23])(=[O:19])=[O:18])[C:11]([O:13][CH2:14][CH3:15])=C)=[CH:4][CH:3]=1.C([O-])([O-])=[O:34].[K+].[K+].FC(F)CI. The catalyst is CC#N. The product is [Br:1][C:2]1[CH:10]=[C:9]2[C:5]([CH2:6][C:7]3([CH2:30][CH2:29][CH:28]([O:31][CH3:32])[CH2:27][CH2:26]3)[C:8]2([NH:16][S:17]([CH2:20][CH2:21][Si:22]([CH3:25])([CH3:24])[CH3:23])(=[O:18])=[O:19])[C:11]([O:13][CH2:14][CH3:15])=[O:34])=[CH:4][CH:3]=1. The yield is 0.770. (3) The reactants are [Si]([O:8][CH2:9][C@H:10]1[CH2:14][CH2:13][N:12]([C@@H](C2C=CC=CC=2)C)[CH2:11]1)(C(C)(C)C)(C)C.ClC(OC(Cl)C)=O.C(N(C(C)C)CC)(C)C.[C:47](O[C:47]([O:49][C:50]([CH3:53])([CH3:52])[CH3:51])=[O:48])([O:49][C:50]([CH3:53])([CH3:52])[CH3:51])=[O:48]. The catalyst is ClCCCl.O1CCCC1. The product is [OH:8][CH2:9][C@H:10]1[CH2:14][CH2:13][N:12]([C:47]([O:49][C:50]([CH3:51])([CH3:52])[CH3:53])=[O:48])[CH2:11]1. The yield is 0.530. (4) The reactants are [C:1]1([C:11]2[O:12][C:13]3[CH:19]=[C:18]([CH2:20][C:21]([O:23]C)=[O:22])[CH:17]=[CH:16][C:14]=3[N:15]=2)[C:10]2[C:5](=[CH:6][CH:7]=[CH:8][CH:9]=2)[CH:4]=[CH:3][N:2]=1.[OH-].[Na+]. The catalyst is C1COCC1. The product is [C:1]1([C:11]2[O:12][C:13]3[CH:19]=[C:18]([CH2:20][C:21]([OH:23])=[O:22])[CH:17]=[CH:16][C:14]=3[N:15]=2)[C:10]2[C:5](=[CH:6][CH:7]=[CH:8][CH:9]=2)[CH:4]=[CH:3][N:2]=1. The yield is 0.870. (5) The catalyst is FC(F)(F)C(OC(=O)C(F)(F)F)=O. The yield is 0.980. The product is [CH3:19][C:10]1[C:9]([N:8]2[C:3]3[CH:4]=[CH:5][CH:6]=[CH:7][C:2]=3[N:1]=[C:22]2[C:21]([F:26])([F:25])[F:20])=[CH:18][CH:17]=[CH:16][C:11]=1[C:12]([O:14][CH3:15])=[O:13]. The reactants are [NH2:1][C:2]1[CH:7]=[CH:6][CH:5]=[CH:4][C:3]=1[NH:8][C:9]1[C:10]([CH3:19])=[C:11]([CH:16]=[CH:17][CH:18]=1)[C:12]([O:14][CH3:15])=[O:13].[F:20][C:21]([F:26])([F:25])[C:22](O)=O. (6) The reactants are C(OC([N:11]1[CH2:16][CH2:15][CH:14]([N:17]([C:22]2[CH:27]=[CH:26][C:25]([F:28])=[C:24]([F:29])[CH:23]=2)[C:18](=[O:21])[CH2:19][CH3:20])[CH2:13][CH2:12]1)=O)C1C=CC=CC=1. The catalyst is O1CCCC1.[Pd]. The product is [F:29][C:24]1[CH:23]=[C:22]([N:17]([CH:14]2[CH2:15][CH2:16][NH:11][CH2:12][CH2:13]2)[C:18](=[O:21])[CH2:19][CH3:20])[CH:27]=[CH:26][C:25]=1[F:28]. The yield is 0.830. (7) The reactants are Cl[CH2:2][C:3]1[O:4][CH:5]=[C:6]([CH2:8][CH3:9])[N:7]=1.[C-:10]#[N:11].[K+].C(OCC)(=O)C. The catalyst is CC#N.O. The product is [CH2:8]([C:6]1[N:7]=[C:3]([CH2:2][C:10]#[N:11])[O:4][CH:5]=1)[CH3:9]. The yield is 0.800. (8) The reactants are [Cl:1][C:2]1[C:7]([F:8])=[C:6]([NH:9][NH2:10])[N:5]=[C:4]([S:11][CH3:12])[N:3]=1.[CH:13]1([CH2:18][C@H:19]([CH2:23][N:24]([CH:32]=[O:33])[O:25][CH:26]2[CH2:31][CH2:30][CH2:29][CH2:28][O:27]2)[C:20](O)=[O:21])[CH2:17][CH2:16][CH2:15][CH2:14]1.C1C=NC2N(O)N=NC=2C=1.CCN=C=NCCCN(C)C.CN1CCOCC1. The catalyst is CN(C=O)C. The product is [Cl:1][C:2]1[N:3]=[C:4]([S:11][CH3:12])[N:5]=[C:6]([NH:9][NH:10][C:20](=[O:21])[C@H:19]([CH2:18][CH:13]2[CH2:14][CH2:15][CH2:16][CH2:17]2)[CH2:23][N:24]([O:25][CH:26]2[CH2:31][CH2:30][CH2:29][CH2:28][O:27]2)[CH:32]=[O:33])[C:7]=1[F:8]. The yield is 0.560. (9) The product is [C:11]1([C:3]2[CH:4]=[CH:5][C:6]([F:8])=[CH:7][C:2]=2[F:1])[CH2:15][CH2:14][CH2:13][CH:12]=1. The yield is 0.263. The reactants are [F:1][C:2]1[CH:7]=[C:6]([F:8])[CH:5]=[CH:4][C:3]=1[Mg]Br.[C:11]1(=O)[CH2:15][CH2:14][CH2:13][CH2:12]1.Cl. The catalyst is C1COCC1. (10) The reactants are C([O:8][CH2:9][CH:10]1[CH2:14][CH2:13][S:12](=[O:16])(=[O:15])[NH:11]1)C1C=CC=CC=1. The catalyst is C(OC(C)=O)(C)C.[Pd]. The product is [OH:8][CH2:9][CH:10]1[CH2:14][CH2:13][S:12](=[O:16])(=[O:15])[NH:11]1. The yield is 0.670.